From a dataset of Reaction yield outcomes from USPTO patents with 853,638 reactions. Predict the reaction yield, written as a fraction of the theoretical maximum amount of product (1.0 means a 100% yield; for example, 0.34 means a 34% yield). (1) The catalyst is C(Cl)Cl. The yield is 0.910. The product is [OH:6][C:7]1[CH:23]=[CH:22][C:10]2[CH2:11][CH:12]([CH2:17][C:18]([O:20][CH3:21])=[O:19])[C:13](=[O:16])[NH:14][CH2:15][C:9]=2[CH:8]=1. The reactants are [Cl-].[Al+3].[Cl-].[Cl-].C[O:6][C:7]1[CH:23]=[CH:22][C:10]2[CH2:11][CH:12]([CH2:17][C:18]([O:20][CH3:21])=[O:19])[C:13](=[O:16])[NH:14][CH2:15][C:9]=2[CH:8]=1.C(S)C. (2) The reactants are [O:1]1[CH2:6][CH2:5][CH2:4][CH2:3][CH:2]1[N:7]1[C:15]2[C:10](=[CH:11][C:12](B3OC(C)(C)C(C)(C)O3)=[CH:13][CH:14]=2)[C:9]([C:25]([F:28])([F:27])[F:26])=[N:8]1.B1([O-])O[O:30]1.O.O.O.O.[Na+]. The catalyst is C1COCC1.O. The product is [O:1]1[CH2:6][CH2:5][CH2:4][CH2:3][CH:2]1[N:7]1[C:15]2[C:10](=[CH:11][C:12]([OH:30])=[CH:13][CH:14]=2)[C:9]([C:25]([F:28])([F:27])[F:26])=[N:8]1. The yield is 0.850. (3) The catalyst is CN(C)C=O. The product is [Cl:1][C:2]1[CH:19]=[CH:18][C:17]([Cl:20])=[CH:16][C:3]=1[CH2:4][N:5]1[CH2:10][CH2:9][N:8]([CH3:24])[C:7]2[N:11]=[CH:12][C:13]([I:15])=[CH:14][C:6]1=2. The reactants are [Cl:1][C:2]1[CH:19]=[CH:18][C:17]([Cl:20])=[CH:16][C:3]=1[CH2:4][N:5]1[CH2:10][CH2:9][NH:8][C:7]2[N:11]=[CH:12][C:13]([I:15])=[CH:14][C:6]1=2.[H-].[Na+].I[CH3:24]. The yield is 0.560. (4) The catalyst is C(OC)(=O)C. The product is [CH3:1][O:2][C:3](=[O:14])[C:4]1[C:9]([N+:10]([O-:12])=[O:11])=[CH:8][CH:7]=[CH:6][C:5]=1[CH2:13][Br:15]. The reactants are [CH3:1][O:2][C:3](=[O:14])[C:4]1[C:9]([N+:10]([O-:12])=[O:11])=[CH:8][CH:7]=[CH:6][C:5]=1[CH3:13].[Br:15]N1C(C)(C)C(=O)N(Br)C1=O.N(C(C)(C)C#N)=NC(C)(C)C#N.CCCCCCC. The yield is 0.350. (5) The reactants are [C:1]([C:3]1[CH:4]=[C:5]([C:9]2[CH:10]=[C:11]([CH:16]=[C:17]([CH2:19][O:20][CH2:21][CH:22]3[CH2:27][CH2:26][NH:25][CH2:24][CH2:23]3)[CH:18]=2)[C:12]([O:14][CH3:15])=[O:13])[CH:6]=[CH:7][CH:8]=1)#[N:2].C(N(CC)CC)C.[C:35](Cl)(=[O:37])[CH3:36].S([O-])(O)(=O)=O.[Na+]. The catalyst is ClCCl. The product is [C:1]([C:3]1[CH:4]=[C:5]([C:9]2[CH:10]=[C:11]([CH:16]=[C:17]([CH2:19][O:20][CH2:21][CH:22]3[CH2:27][CH2:26][N:25]([C:35](=[O:37])[CH3:36])[CH2:24][CH2:23]3)[CH:18]=2)[C:12]([O:14][CH3:15])=[O:13])[CH:6]=[CH:7][CH:8]=1)#[N:2]. The yield is 0.780. (6) The catalyst is CC(N(C)C)=O. The product is [CH3:27][CH:25]([CH3:26])[CH2:24][O:23][C:18]1[CH:19]=[CH:20][CH:21]=[CH:22][C:17]=1[C:15]1[NH:14][C:13](=[O:28])[N:12]=[C:11]([C:8]2[CH:9]=[C:10]3[C:5](=[CH:6][CH:7]=2)[NH:4][N:3]=[C:2]3[NH:1][C:38](=[O:41])[CH2:39][CH3:40])[CH:16]=1. The yield is 0.260. The reactants are [NH2:1][C:2]1[C:10]2[C:5](=[CH:6][CH:7]=[C:8]([C:11]3[CH:16]=[C:15]([C:17]4[CH:22]=[CH:21][CH:20]=[CH:19][C:18]=4[O:23][CH2:24][CH:25]([CH3:27])[CH3:26])[NH:14][C:13](=[O:28])[N:12]=3)[CH:9]=2)[NH:4][N:3]=1.C(N(C(C)C)CC)(C)C.[C:38](O)(=[O:41])[CH2:39][CH3:40].CN(C(ON1N=NC2C=CC=NC1=2)=[N+](C)C)C.F[P-](F)(F)(F)(F)F. (7) The reactants are [Cl:1][C:2]1[N:3]=[C:4]([C:9]([NH:11][C:12]2[CH:17]=[CH:16][C:15]([C:18]3[O:19][CH:20]=[C:21]([C:23]([O:25]C)=[O:24])[N:22]=3)=[CH:14][CH:13]=2)=[O:10])[NH:5][C:6]=1[CH2:7][CH3:8].[OH-].[Li+].CO. The catalyst is O1CCCC1. The product is [Cl:1][C:2]1[N:3]=[C:4]([C:9]([NH:11][C:12]2[CH:17]=[CH:16][C:15]([C:18]3[O:19][CH:20]=[C:21]([C:23]([OH:25])=[O:24])[N:22]=3)=[CH:14][CH:13]=2)=[O:10])[NH:5][C:6]=1[CH2:7][CH3:8]. The yield is 0.480. (8) The reactants are [CH3:1][NH:2][C:3]1[CH:8]=[CH:7][C:6]([C:9]2[N:10]=[C:11]3[CH:16]=[CH:15][C:14]([O:17][CH2:18]OCC[Si](C)(C)C)=[CH:13][N:12]3[CH:26]=2)=[CH:5][N:4]=1.[H-].[Na+].OS(O)(=O)=O. The catalyst is CN(C=O)C.CO. The product is [CH3:18][O:17][C:14]1[CH:15]=[CH:16][C:11]2[N:12]([CH:26]=[C:9]([C:6]3[CH:7]=[CH:8][C:3]([NH:2][CH3:1])=[N:4][CH:5]=3)[N:10]=2)[CH:13]=1. The yield is 0.0900. (9) The yield is 0.719. The product is [CH3:8][C@H:4]1[NH:3][C@@H:2]([CH3:1])[CH2:7][N:6]([C:16]2[CH:17]=[CH:18][C:13]([C:12]([O:11][CH2:9][CH3:10])=[O:20])=[CH:14][CH:15]=2)[CH2:5]1. The reactants are [CH3:1][C@H:2]1[CH2:7][NH:6][CH2:5][C@@H:4]([CH3:8])[NH:3]1.[CH2:9]([O:11][C:12](=[O:20])[C:13]1[CH:18]=[CH:17][C:16](F)=[CH:15][CH:14]=1)[CH3:10]. The catalyst is CS(C)=O.